From a dataset of Reaction yield outcomes from USPTO patents with 853,638 reactions. Predict the reaction yield, written as a fraction of the theoretical maximum amount of product (1.0 means a 100% yield; for example, 0.34 means a 34% yield). (1) The catalyst is ClCCl. The yield is 0.930. The product is [C:25]([NH:28][C:29]([C:54](=[O:60])[NH:55][C:56]([CH3:59])([CH3:58])[CH3:57])([CH2:49][CH2:50][CH2:51][CH2:52][B:19]1[O:20][C:21]([CH3:23])([CH3:22])[C:17]([CH3:24])([CH3:16])[O:18]1)[CH2:30][CH2:31][CH:32]1[CH2:41][C:40]2[C:35](=[CH:36][CH:37]=[CH:38][CH:39]=2)[CH2:34][N:33]1[C:42]([O:44][C:45]([CH3:46])([CH3:47])[CH3:48])=[O:43])(=[O:27])[CH3:26]. The reactants are C1(P(CC)C2C=CC=CC=2)C=CC=CC=1.[CH3:16][C:17]1([CH3:24])[C:21]([CH3:23])([CH3:22])[O:20][BH:19][O:18]1.[C:25]([NH:28][C:29]([C:54](=[O:60])[NH:55][C:56]([CH3:59])([CH3:58])[CH3:57])([CH2:49][CH2:50][CH2:51][CH:52]=C)[CH2:30][CH2:31][CH:32]1[CH2:41][C:40]2[C:35](=[CH:36][CH:37]=[CH:38][CH:39]=2)[CH2:34][N:33]1[C:42]([O:44][C:45]([CH3:48])([CH3:47])[CH3:46])=[O:43])(=[O:27])[CH3:26]. (2) The reactants are [C:1]([NH2:5])([CH3:4])([CH3:3])[CH3:2].I[CH2:7][C:8]1([N:32]=[C:33]=[S:34])[C:17]2[C:12](=[CH:13][CH:14]=[C:15]([C:18]3[CH:19]=[C:20]([CH:23]=[CH:24][CH:25]=3)[C:21]#[N:22])[CH:16]=2)[O:11][CH:10]([C:26]2[CH:31]=[CH:30][CH:29]=[CH:28][CH:27]=2)[CH2:9]1. The catalyst is C(Cl)(Cl)Cl. The product is [C:1]([NH:5][C:33]1[S:34][CH2:7][C:8]2([C:17]3[C:12](=[CH:13][CH:14]=[C:15]([C:18]4[CH:19]=[C:20]([CH:23]=[CH:24][CH:25]=4)[C:21]#[N:22])[CH:16]=3)[O:11][CH:10]([C:26]3[CH:31]=[CH:30][CH:29]=[CH:28][CH:27]=3)[CH2:9]2)[N:32]=1)([CH3:4])([CH3:3])[CH3:2]. The yield is 0.210.